From a dataset of Reaction yield outcomes from USPTO patents with 853,638 reactions. Predict the reaction yield, written as a fraction of the theoretical maximum amount of product (1.0 means a 100% yield; for example, 0.34 means a 34% yield). (1) The reactants are Br[C:2]1[C:10]2[O:11][CH2:12][CH2:13][C:9]=2[C:8]2[C@H:7]([CH2:14][CH2:15][NH:16][C:17](=[O:20])[CH2:18][CH3:19])[CH2:6][CH2:5][C:4]=2[CH:3]=1.[C:21](OC)(=[O:23])C. The catalyst is [Cu]Br.C[O-].[Na+]. The product is [CH3:21][O:23][C:2]1[C:10]2[O:11][CH2:12][CH2:13][C:9]=2[C:8]2[C@H:7]([CH2:14][CH2:15][NH:16][C:17](=[O:20])[CH2:18][CH3:19])[CH2:6][CH2:5][C:4]=2[CH:3]=1. The yield is 0.600. (2) The reactants are [CH3:1][S:2]([OH:5])(=[O:4])=[O:3].C([NH:13][C:14]1[CH:19]=[CH:18][C:17]([N+:20]([O-])=O)=[CH:16][C:15]=1[S:23]([NH2:26])(=[O:25])=[O:24])C1C=CC=CC=1.O1CCCC1.[H][H]. The catalyst is [Pd].C(O)C.O. The product is [CH3:1][S:2]([OH:5])(=[O:4])=[O:3].[NH2:13][C:14]1[CH:19]=[CH:18][C:17]([NH2:20])=[CH:16][C:15]=1[S:23]([NH2:26])(=[O:24])=[O:25]. The yield is 0.930. (3) The reactants are [N:1]([CH2:4][CH2:5][CH2:6][C:7]1([C:24]2[CH:29]=[CH:28][CH:27]=[CH:26][CH:25]=2)[N:11]([C:12](=[S:15])[NH:13][NH2:14])[N:10]=[C:9]([C:16]2[CH:21]=[C:20]([F:22])[CH:19]=[CH:18][C:17]=2[F:23])[S:8]1)=[N+:2]=[N-:3].[CH3:30]OC(OC)OC.CC1C=CC(S(O)(=O)=O)=CC=1. No catalyst specified. The product is [N:1]([CH2:4][CH2:5][CH2:6][C:7]1([C:24]2[CH:29]=[CH:28][CH:27]=[CH:26][CH:25]=2)[N:11]([C:12]2[S:15][CH:30]=[N:14][N:13]=2)[N:10]=[C:9]([C:16]2[CH:21]=[C:20]([F:22])[CH:19]=[CH:18][C:17]=2[F:23])[S:8]1)=[N+:2]=[N-:3]. The yield is 0.900. (4) The catalyst is [Pd].ClC1C=CC=CC=1. The reactants are C([N:8]([CH2:30][C@@H:31]([C:33]1[CH:38]=[CH:37][CH:36]=[C:35]([Cl:39])[CH:34]=1)[OH:32])[C@@H:9]([CH2:12][C:13]1[CH:18]=[CH:17][C:16]([O:19][C:20]2[C:29]3[C:24](=[CH:25][CH:26]=[CH:27][CH:28]=3)[N:23]=[CH:22][CH:21]=2)=[CH:15][CH:14]=1)[CH2:10][OH:11])C1C=CC=CC=1.CO. The product is [Cl:39][C:35]1[CH:34]=[C:33]([C@@H:31]([OH:32])[CH2:30][NH:8][CH:9]([CH2:12][C:13]2[CH:18]=[CH:17][C:16]([O:19][C:20]3[C:29]4[C:24](=[CH:25][CH:26]=[CH:27][CH:28]=4)[N:23]=[CH:22][CH:21]=3)=[CH:15][CH:14]=2)[CH2:10][OH:11])[CH:38]=[CH:37][CH:36]=1. The yield is 1.09. (5) The reactants are Cl[CH2:2][C:3]1[N:12]=[C:11]([N:13]([C:15]2[CH:20]=[CH:19][C:18]([O:21][CH2:22][CH3:23])=[CH:17][CH:16]=2)[CH3:14])[C:10]2[C:5](=[CH:6][CH:7]=[CH:8][CH:9]=2)[N:4]=1.C1(=O)[NH:28]C(=O)C2=CC=CC=C12.[K].O.NN. The catalyst is CN(C=O)C.CCOC(C)=O. The product is [NH2:28][CH2:2][C:3]1[N:12]=[C:11]([N:13]([C:15]2[CH:20]=[CH:19][C:18]([O:21][CH2:22][CH3:23])=[CH:17][CH:16]=2)[CH3:14])[C:10]2[C:5](=[CH:6][CH:7]=[CH:8][CH:9]=2)[N:4]=1. The yield is 0.310. (6) The reactants are C[O:2][C:3]([C:5]1[CH:16]=[CH:15][C:8]2[O:9][CH2:10][CH:11]([CH2:13][OH:14])[O:12][C:7]=2[C:6]=1[CH3:17])=[O:4].O.[OH-].[Ba+2].[OH-]. The catalyst is CO. The product is [OH:14][CH2:13][CH:11]1[CH2:10][O:9][C:8]2[CH:15]=[CH:16][C:5]([C:3]([OH:4])=[O:2])=[C:6]([CH3:17])[C:7]=2[O:12]1. The yield is 0.800. (7) The reactants are [NH:1]1[C:9]2[C:4](=[CH:5][CH:6]=[CH:7][CH:8]=2)[C:3]([C@H:10]([CH3:31])[C@@H:11]([NH:16][C:17]([N:19]2[CH2:24][CH2:23][CH:22]([C:25]3[CH:30]=[CH:29][CH:28]=[CH:27][CH:26]=3)[CH2:21][CH2:20]2)=[O:18])[C:12]([O:14]C)=[O:13])=[CH:2]1.[OH-].[Na+].Cl. The catalyst is CO. The product is [NH:1]1[C:9]2[C:4](=[CH:5][CH:6]=[CH:7][CH:8]=2)[C:3]([C@H:10]([CH3:31])[C@@H:11]([NH:16][C:17]([N:19]2[CH2:20][CH2:21][CH:22]([C:25]3[CH:30]=[CH:29][CH:28]=[CH:27][CH:26]=3)[CH2:23][CH2:24]2)=[O:18])[C:12]([OH:14])=[O:13])=[CH:2]1. The yield is 0.960.